From a dataset of Full USPTO retrosynthesis dataset with 1.9M reactions from patents (1976-2016). Predict the reactants needed to synthesize the given product. Given the product [CH3:11][N:7]1[C:8]2[C:4](=[CH:3][C:2]([O:1][CH2:17][CH2:18][CH3:19])=[CH:10][CH:9]=2)[CH:5]=[C:6]1[C:12]([O:14][CH2:15][CH3:16])=[O:13], predict the reactants needed to synthesize it. The reactants are: [OH:1][C:2]1[CH:3]=[C:4]2[C:8](=[CH:9][CH:10]=1)[N:7]([CH3:11])[C:6]([C:12]([O:14][CH2:15][CH3:16])=[O:13])=[CH:5]2.[CH2:17](I)[CH2:18][CH3:19].C(=O)([O-])[O-].[Cs+].[Cs+].